Dataset: Catalyst prediction with 721,799 reactions and 888 catalyst types from USPTO. Task: Predict which catalyst facilitates the given reaction. (1) The catalyst class is: 106. Product: [Cl:1][C:2]1[N:7]=[CH:6][C:5]2[N:8]=[CH:15][N:9]([CH:10]3[CH2:14][CH2:13][O:12][CH2:11]3)[C:4]=2[CH:3]=1. Reactant: [Cl:1][C:2]1[N:7]=[CH:6][C:5]([NH2:8])=[C:4]([NH:9][CH:10]2[CH2:14][CH2:13][O:12][CH2:11]2)[CH:3]=1.[CH:15](OC)(OC)OC. (2) Reactant: [C:1](N1CCC(O)[C@@H]1C(OCCCC)=O)(C)(C)C.[I:18][C:19]1[CH:24]=[CH:23][C:22]([OH:25])=[CH:21][CH:20]=1.[C:43]1(P([C:39]2[CH:44]=[CH:43][CH:42]=CC=2)[C:43]2[CH:42]=CC=[CH:39][CH:44]=2)[CH:42]=CC=[CH:39][CH:44]=1.[N+:45]([C:53]([O:55][CH:56]([CH3:58])[CH3:57])=[O:54])([C:53]([O:55][CH:56]([CH3:58])[CH3:57])=[O:54])=[N-:45]. Product: [C:56]([O:55][C:53]([N:45]1[CH2:42][CH2:43][C@@H:44]([O:25][C:22]2[CH:23]=[CH:24][C:19]([I:18])=[CH:20][CH:21]=2)[CH2:39]1)=[O:54])([CH3:58])([CH3:1])[CH3:57]. The catalyst class is: 7. (3) Reactant: FC(F)(F)S(O[C:7]1[C:8]([CH2:27][S:28]([CH3:31])(=[O:30])=[O:29])=[CH:9][C:10]2[O:14][C:13]([C:15]3[CH:20]=[CH:19][C:18]([F:21])=[CH:17][CH:16]=3)=[C:12]([C:22](=[O:25])[NH:23][CH3:24])[C:11]=2[CH:26]=1)(=O)=O.[C:34]([O:38][C:39]([C:41]1[CH:42]=[C:43](B(O)O)[CH:44]=[CH:45][CH:46]=1)=[O:40])([CH3:37])([CH3:36])[CH3:35].C([O-])([O-])=O.[Cs+].[Cs+].O. The catalyst class is: 12. Product: [F:21][C:18]1[CH:17]=[CH:16][C:15]([C:13]2[O:14][C:10]3[CH:9]=[C:8]([CH2:27][S:28]([CH3:31])(=[O:29])=[O:30])[C:7]([C:45]4[CH:46]=[C:41]([CH:42]=[CH:43][CH:44]=4)[C:39]([O:38][C:34]([CH3:36])([CH3:37])[CH3:35])=[O:40])=[CH:26][C:11]=3[C:12]=2[C:22](=[O:25])[NH:23][CH3:24])=[CH:20][CH:19]=1. (4) Reactant: [NH2:1][C:2]1[N:6]([CH:7]2[CH2:12][CH2:11][CH2:10][NH:9][CH2:8]2)[N:5]=[C:4]([C:13]2[CH:18]=[CH:17][C:16]([O:19][C:20]3[CH:25]=[CH:24][CH:23]=[CH:22][CH:21]=3)=[CH:15][CH:14]=2)[C:3]=1[C:26]([NH2:28])=[O:27].Br[CH2:30]/[CH:31]=[CH:32]/[C:33]([N:35]([CH3:37])[CH3:36])=[O:34].C([O-])([O-])=O.[K+].[K+]. Product: [NH2:1][C:2]1[N:6]([CH:7]2[CH2:12][CH2:11][CH2:10][N:9]([CH2:30]/[CH:31]=[CH:32]/[C:33]([N:35]([CH3:37])[CH3:36])=[O:34])[CH2:8]2)[N:5]=[C:4]([C:13]2[CH:14]=[CH:15][C:16]([O:19][C:20]3[CH:25]=[CH:24][CH:23]=[CH:22][CH:21]=3)=[CH:17][CH:18]=2)[C:3]=1[C:26]([NH2:28])=[O:27]. The catalyst class is: 10.